From a dataset of Peptide-MHC class I binding affinity with 185,985 pairs from IEDB/IMGT. Regression. Given a peptide amino acid sequence and an MHC pseudo amino acid sequence, predict their binding affinity value. This is MHC class I binding data. (1) The peptide sequence is LLQGVPFHV. The MHC is HLA-B40:01 with pseudo-sequence HLA-B40:01. The binding affinity (normalized) is 0.0847. (2) The peptide sequence is VFGNWFDLASW. The MHC is Mamu-B52 with pseudo-sequence Mamu-B52. The binding affinity (normalized) is 0.746.